From a dataset of Peptide-MHC class II binding affinity with 134,281 pairs from IEDB. Regression. Given a peptide amino acid sequence and an MHC pseudo amino acid sequence, predict their binding affinity value. This is MHC class II binding data. (1) The peptide sequence is TLWQRPLVTIKIGGQLIEAL. The MHC is HLA-DQA10501-DQB10301 with pseudo-sequence HLA-DQA10501-DQB10301. The binding affinity (normalized) is 0.181. (2) The peptide sequence is LCHLITKETPDRLTD. The MHC is DRB1_0404 with pseudo-sequence DRB1_0404. The binding affinity (normalized) is 0.152. (3) The peptide sequence is EEDKENALSLLDKIYT. The MHC is DRB5_0101 with pseudo-sequence DRB5_0101. The binding affinity (normalized) is 0.0545. (4) The peptide sequence is PFKVAATAANAAPAN. The MHC is DRB1_0401 with pseudo-sequence DRB1_0401. The binding affinity (normalized) is 0.187. (5) The peptide sequence is PAADKFKTFEAAFTS. The MHC is HLA-DQA10401-DQB10402 with pseudo-sequence HLA-DQA10401-DQB10402. The binding affinity (normalized) is 0.281. (6) The peptide sequence is YDKFLANVSTVCTGK. The MHC is DRB1_0701 with pseudo-sequence DRB1_0701. The binding affinity (normalized) is 0.503. (7) The peptide sequence is AFEGVFGHLAATAVP. The MHC is HLA-DPA10301-DPB10402 with pseudo-sequence HLA-DPA10301-DPB10402. The binding affinity (normalized) is 0.235.